Predict the reactants needed to synthesize the given product. From a dataset of Full USPTO retrosynthesis dataset with 1.9M reactions from patents (1976-2016). (1) Given the product [CH3:16][O:15][CH2:14][CH2:13][O:12][CH2:11][O:10][C:9]1[CH:8]=[CH:7][C:4]([C:5]#[N:6])=[CH:3][C:2]=1[B:23]1[O:27][C:26]([CH3:29])([CH3:28])[C:25]([CH3:31])([CH3:30])[O:24]1, predict the reactants needed to synthesize it. The reactants are: Br[C:2]1[CH:3]=[C:4]([CH:7]=[CH:8][C:9]=1[O:10][CH2:11][O:12][CH2:13][CH2:14][O:15][CH3:16])[C:5]#[N:6].O1CCOCC1.[B:23]1([B:23]2[O:27][C:26]([CH3:29])([CH3:28])[C:25]([CH3:31])([CH3:30])[O:24]2)[O:27][C:26]([CH3:29])([CH3:28])[C:25]([CH3:31])([CH3:30])[O:24]1.C([O-])(=O)C.[K+]. (2) Given the product [N:1]1[C:10]2[C:5](=[CH:6][CH:7]=[CH:8][CH:9]=2)[C:4](/[CH:11]=[C:18](/[C:14]2[S:13][CH:17]=[CH:16][CH:15]=2)\[C:19]#[N:20])=[CH:3][CH:2]=1, predict the reactants needed to synthesize it. The reactants are: [N:1]1[C:10]2[C:5](=[CH:6][CH:7]=[CH:8][CH:9]=2)[C:4]([CH:11]=O)=[CH:3][CH:2]=1.[S:13]1[CH:17]=[CH:16][CH:15]=[C:14]1[CH2:18][C:19]#[N:20].